Dataset: Catalyst prediction with 721,799 reactions and 888 catalyst types from USPTO. Task: Predict which catalyst facilitates the given reaction. (1) Reactant: Br[C:2]1[CH:7]=[CH:6][CH:5]=[CH:4][CH:3]=1.[Li]CCCC.[NH2:13][C:14]1[N:19]=[CH:18][CH:17]=[CH:16][N:15]=1. Product: [C:2]1([C:16]2[CH:17]=[CH:18][N:19]=[C:14]([NH2:13])[N:15]=2)[CH:7]=[CH:6][CH:5]=[CH:4][CH:3]=1. The catalyst class is: 182. (2) Reactant: [Cl:1][C:2]1[CH:7]=[CH:6][C:5]([CH2:8][CH2:9][OH:10])=[CH:4][CH:3]=1.[H-].[Na+].Br[C:14]1[C:15]2[C:22]([CH3:23])=[CH:21][S:20][C:16]=2[N:17]=[CH:18][N:19]=1. Product: [Cl:1][C:2]1[CH:7]=[CH:6][C:5]([CH2:8][CH2:9][O:10][C:14]2[C:15]3[C:22]([CH3:23])=[CH:21][S:20][C:16]=3[N:17]=[CH:18][N:19]=2)=[CH:4][CH:3]=1. The catalyst class is: 1. (3) Reactant: C[Al](C)C.[CH:5]([NH2:8])([CH3:7])[CH3:6].C[O:10][C:11]([C:13]1[O:17][N:16]=[C:15]([O:18][CH2:19][C:20]2[C:21]([C:26]3[CH:31]=[CH:30][CH:29]=[CH:28][CH:27]=3)=[N:22][O:23][C:24]=2[CH3:25])[CH:14]=1)=O.[C@H](O)(C([O-])=O)[C@@H](O)C([O-])=O.[Na+].[K+]. Product: [CH:5]([NH:8][C:11]([C:13]1[O:17][N:16]=[C:15]([O:18][CH2:19][C:20]2[C:21]([C:26]3[CH:31]=[CH:30][CH:29]=[CH:28][CH:27]=3)=[N:22][O:23][C:24]=2[CH3:25])[CH:14]=1)=[O:10])([CH3:7])[CH3:6]. The catalyst class is: 12. (4) Reactant: I[C:2]1[C:10]2[C:5](=[N:6][CH:7]=[C:8]([C:11]3[CH:12]=[N:13][N:14]([CH3:16])[CH:15]=3)[CH:9]=2)[N:4]([S:17]([C:20]2[CH:26]=[CH:25][C:23]([CH3:24])=[CH:22][CH:21]=2)(=[O:19])=[O:18])[CH:3]=1.[C:27]([C:31]1[CH:51]=[CH:50][C:34]([CH2:35][N:36]2[CH:40]=[C:39](B3OC(C)(C)C(C)(C)O3)[CH:38]=[N:37]2)=[CH:33][CH:32]=1)([CH3:30])([CH3:29])[CH3:28].C1(C)C=CC=CC=1.C(O)C.O.C(=O)([O-])[O-].[Na+].[Na+]. Product: [C:27]([C:31]1[CH:51]=[CH:50][C:34]([CH2:35][N:36]2[CH:40]=[C:39]([C:2]3[C:10]4[C:5](=[N:6][CH:7]=[C:8]([C:11]5[CH:12]=[N:13][N:14]([CH3:16])[CH:15]=5)[CH:9]=4)[N:4]([S:17]([C:20]4[CH:26]=[CH:25][C:23]([CH3:24])=[CH:22][CH:21]=4)(=[O:19])=[O:18])[CH:3]=3)[CH:38]=[N:37]2)=[CH:33][CH:32]=1)([CH3:30])([CH3:28])[CH3:29]. The catalyst class is: 195.